From a dataset of Forward reaction prediction with 1.9M reactions from USPTO patents (1976-2016). Predict the product of the given reaction. (1) The product is: [C:1]([NH:5][S:7]([C:10]1[CH:11]=[CH:12][C:13]([CH2:16][C:17]([OH:19])=[O:18])=[CH:14][CH:15]=1)(=[O:9])=[O:8])([CH3:4])([CH3:3])[CH3:2]. Given the reactants [C:1]([NH2:5])([CH3:4])([CH3:3])[CH3:2].Cl[S:7]([C:10]1[CH:15]=[CH:14][C:13]([CH2:16][C:17]([OH:19])=[O:18])=[CH:12][CH:11]=1)(=[O:9])=[O:8], predict the reaction product. (2) Given the reactants [NH2:1][C@@H:2]([CH2:18][C:19]1[CH:24]=[C:23]([F:25])[CH:22]=[C:21]([F:26])[CH:20]=1)[C@H:3]([OH:17])[CH2:4][NH:5][C@@H:6]1[C:15]2[C:10](=[CH:11][CH:12]=[C:13]([I:16])[CH:14]=2)[O:9][CH2:8][CH2:7]1.[CH3:27][S:28](Cl)(=[O:30])=[O:29], predict the reaction product. The product is: [F:25][C:23]1[CH:24]=[C:19]([CH:20]=[C:21]([F:26])[CH:22]=1)[CH2:18][C@H:2]([NH:1][S:28]([CH3:27])(=[O:30])=[O:29])[C@H:3]([OH:17])[CH2:4][NH:5][C@@H:6]1[C:15]2[C:10](=[CH:11][CH:12]=[C:13]([I:16])[CH:14]=2)[O:9][CH2:8][CH2:7]1. (3) Given the reactants [CH3:1][NH:2][C:3]1[C:8]([CH:9]=O)=[CH:7][N:6]=[C:5]([S:11][CH3:12])[N:4]=1.[N+:13]([CH3:16])([O-:15])=[O:14].C([O-])(=O)C.[NH4+], predict the reaction product. The product is: [CH3:1][NH:2][C:3]1[C:8]([CH:9]=[CH:16][N+:13]([O-:15])=[O:14])=[CH:7][N:6]=[C:5]([S:11][CH3:12])[N:4]=1. (4) Given the reactants Br[C:2]1[CH:11]=[CH:10][C:9]2[N:8]=[CH:7][C:6]3[N:12]([CH3:22])[C:13](=[O:21])[N:14]([C:15]4[N:16]([CH3:20])[N:17]=[CH:18][CH:19]=4)[C:5]=3[C:4]=2[CH:3]=1.[F:23][C:24]1[CH:29]=[C:28](B(O)O)[CH:27]=[CH:26][N:25]=1, predict the reaction product. The product is: [F:23][C:24]1[CH:29]=[C:28]([C:2]2[CH:11]=[CH:10][C:9]3[N:8]=[CH:7][C:6]4[N:12]([CH3:22])[C:13](=[O:21])[N:14]([C:15]5[N:16]([CH3:20])[N:17]=[CH:18][CH:19]=5)[C:5]=4[C:4]=3[CH:3]=2)[CH:27]=[CH:26][N:25]=1. (5) Given the reactants [CH:1]1([CH2:7][C@H:8]([N:12]2[CH2:16][C:15]([O:17][C:18]3[CH:23]=[CH:22][CH:21]=[CH:20][C:19]=3[C:24]([F:27])([F:26])[F:25])=[CH:14][C:13]2=[O:28])[C:9]([OH:11])=O)[CH2:6][CH2:5][CH2:4][CH2:3][CH2:2]1.ClC1C(F)=C(C(F)=CC=1)OC1CN([C@@H](CC2CCCCC2)C([NH:42][C:43]2[CH:47]=[CH:46][N:45]([CH2:48][C:49]([OH:52])(C)C)[N:44]=2)=O)C(=O)C=1.F[P-](F)(F)(F)(F)F.N1(O[P+](N(C)C)(N(C)C)N(C)C)C2C=CC=C[C:76]=2N=N1.C(N(CC)C(C)C)(C)C, predict the reaction product. The product is: [CH:1]1([CH2:7][C@H:8]([N:12]2[CH2:16][C:15]([O:17][C:18]3[CH:23]=[CH:22][CH:21]=[CH:20][C:19]=3[C:24]([F:26])([F:25])[F:27])=[CH:14][C:13]2=[O:28])[C:9]([NH:42][C:43]2[CH:47]=[CH:46][N:45]([CH2:48][CH2:49][O:52][CH3:76])[N:44]=2)=[O:11])[CH2:2][CH2:3][CH2:4][CH2:5][CH2:6]1. (6) Given the reactants [F:1][C:2]1[C:3]([CH3:18])=[C:4]([CH2:8][C:9]([O:11][C@@H:12]([CH2:15][CH2:16]Br)[CH2:13]Br)=[O:10])[CH:5]=[CH:6][CH:7]=1.[Li+].C[Si]([N-][Si](C)(C)C)(C)C, predict the reaction product. The product is: [F:1][C:2]1[C:3]([CH3:18])=[C:4]([C@:8]23[CH2:13][C@H:12]([CH2:15][CH2:16]2)[O:11][C:9]3=[O:10])[CH:5]=[CH:6][CH:7]=1.